From a dataset of Reaction yield outcomes from USPTO patents with 853,638 reactions. Predict the reaction yield, written as a fraction of the theoretical maximum amount of product (1.0 means a 100% yield; for example, 0.34 means a 34% yield). (1) The reactants are [CH2:1]([O:3][C:4](=[O:15])[C:5]1[CH:10]=[CH:9][CH:8]=[C:7]([N+:11]([O-:13])=[O:12])[C:6]=1Cl)[CH3:2].[CH:16]1([NH2:22])[CH2:21][CH2:20][CH2:19][CH2:18][CH2:17]1. The catalyst is C(#N)C. The product is [CH2:1]([O:3][C:4](=[O:15])[C:5]1[CH:10]=[CH:9][CH:8]=[C:7]([N+:11]([O-:13])=[O:12])[C:6]=1[NH:22][CH:16]1[CH2:21][CH2:20][CH2:19][CH2:18][CH2:17]1)[CH3:2]. The yield is 0.950. (2) The reactants are [CH3:1][CH:2]([C:6]1[CH:14]=[CH:13][C:9]([C:10]([OH:12])=O)=[CH:8][CH:7]=1)[CH2:3][CH2:4][CH3:5].ON1C2C=CC=CC=2N=N1.Cl.CN(C)CCCN=C=NCC.C(N(CC)CC)C.[NH2:44][CH2:45][C:46]1[C:47]([OH:54])=[N:48][C:49]([CH3:53])=[CH:50][C:51]=1[CH3:52]. The catalyst is ClCCl. The product is [OH:54][C:47]1[C:46]([CH2:45][NH:44][C:10](=[O:12])[C:9]2[CH:8]=[CH:7][C:6]([CH:2]([CH2:3][CH2:4][CH3:5])[CH3:1])=[CH:14][CH:13]=2)=[C:51]([CH3:52])[CH:50]=[C:49]([CH3:53])[N:48]=1. The yield is 0.864.